This data is from Reaction yield outcomes from USPTO patents with 853,638 reactions. The task is: Predict the reaction yield, written as a fraction of the theoretical maximum amount of product (1.0 means a 100% yield; for example, 0.34 means a 34% yield). (1) The reactants are [C:1]12([CH2:11][O:12][C:13]3[C:21]([CH:22]4[CH2:24][CH2:23]4)=[CH:20][C:16]([C:17](O)=[O:18])=[C:15]([F:25])[CH:14]=3)[CH2:10][CH:5]3[CH2:6][CH:7]([CH2:9][CH:3]([CH2:4]3)[CH2:2]1)[CH2:8]2.Cl.CN(C)CCCN=C=NCC.[CH3:38][S:39]([NH2:42])(=[O:41])=[O:40].Cl. The catalyst is ClCCl.O1CCCC1.CN(C)C1C=CN=CC=1.C(OCC)(=O)C. The product is [C:1]12([CH2:11][O:12][C:13]3[C:21]([CH:22]4[CH2:24][CH2:23]4)=[CH:20][C:16]([C:17]([NH:42][S:39]([CH3:38])(=[O:41])=[O:40])=[O:18])=[C:15]([F:25])[CH:14]=3)[CH2:10][CH:5]3[CH2:6][CH:7]([CH2:9][CH:3]([CH2:4]3)[CH2:2]1)[CH2:8]2. The yield is 0.700. (2) The reactants are N[C:2]1[CH:13]=[CH:12][C:11](Br)=[CH:10][C:3]=1[C:4]([N:6]([O:8][CH3:9])[CH3:7])=[O:5].[Cl:15][C:16]1[CH:17]=[C:18](B(O)O)[CH:19]=[CH:20][CH:21]=1.C(=O)([O-])[O-].[Na+].[Na+]. The catalyst is COCCOC.O.C1C=CC([P]([Pd]([P](C2C=CC=CC=2)(C2C=CC=CC=2)C2C=CC=CC=2)([P](C2C=CC=CC=2)(C2C=CC=CC=2)C2C=CC=CC=2)[P](C2C=CC=CC=2)(C2C=CC=CC=2)C2C=CC=CC=2)(C2C=CC=CC=2)C2C=CC=CC=2)=CC=1. The product is [Cl:15][C:16]1[CH:21]=[C:20]([C:11]2[CH:12]=[CH:13][CH:2]=[C:3]([CH:10]=2)[C:4]([N:6]([O:8][CH3:9])[CH3:7])=[O:5])[CH:19]=[CH:18][CH:17]=1. The yield is 0.570. (3) The reactants are [F:1][CH:2]([F:11])[C:3]([C:5]1[CH:10]=[CH:9][CH:8]=[CH:7][CH:6]=1)=[O:4].[C:12]([O:15][CH2:16][CH2:17][C:18]1[CH:23]=[CH:22][C:21](Br)=[CH:20][CH:19]=1)(=[O:14])[CH3:13]. No catalyst specified. The product is [C:12]([O:15][CH2:16][CH2:17][C:18]1[CH:23]=[CH:22][C:21]([C:2]([F:11])([F:1])[C:3](=[O:4])[C:5]2[CH:6]=[CH:7][CH:8]=[CH:9][CH:10]=2)=[CH:20][CH:19]=1)(=[O:14])[CH3:13]. The yield is 0.800. (4) The reactants are [Cl:1][C:2]1[CH:7]=[C:6]([C:8]2[CH:13]=[N:12][CH:11]=[C:10]([CH3:14])[N:9]=2)[CH:5]=[CH:4][C:3]=1[C:15]1[C:26](=[O:27])[N:25]([CH2:28][CH2:29][N:30]2[CH2:35][CH2:34][NH:33][CH2:32][CH2:31]2)[C:18]2[N:19]=[C:20]([S:23][CH3:24])[N:21]=[CH:22][C:17]=2[CH:16]=1.CC(O)=O.[O:40]1[CH2:43][C:42](=O)[CH2:41]1.C(O[BH-](OC(=O)C)OC(=O)C)(=O)C.[Na+]. The catalyst is ClCCCl.CCOC(C)=O. The product is [Cl:1][C:2]1[CH:7]=[C:6]([C:8]2[CH:13]=[N:12][CH:11]=[C:10]([CH3:14])[N:9]=2)[CH:5]=[CH:4][C:3]=1[C:15]1[C:26](=[O:27])[N:25]([CH2:28][CH2:29][N:30]2[CH2:31][CH2:32][N:33]([CH:42]3[CH2:43][O:40][CH2:41]3)[CH2:34][CH2:35]2)[C:18]2[N:19]=[C:20]([S:23][CH3:24])[N:21]=[CH:22][C:17]=2[CH:16]=1. The yield is 0.730. (5) The reactants are [CH2:1]1[C:9]2[C:4](=[CH:5][CH:6]=[C:7]([C:10]3([C:13]#N)[CH2:12][CH2:11]3)[CH:8]=2)[CH2:3][CH2:2]1.[OH-:15].[Na+].Cl.C[OH:19]. No catalyst specified. The product is [CH2:1]1[C:9]2[C:4](=[CH:5][CH:6]=[C:7]([C:10]3([C:13]([OH:19])=[O:15])[CH2:12][CH2:11]3)[CH:8]=2)[CH2:3][CH2:2]1. The yield is 0.470. (6) The reactants are [Cl:1][C:2]1[CH:7]=[C:6]([O:8][C:9]2[C:14]([C:15]([N:17]3[C:26]4[C:21](=[CH:22][CH:23]=[CH:24][CH:25]=4)[N:20]([CH:27]4[CH2:29][CH2:28]4)[CH2:19][CH2:18]3)=[O:16])=[CH:13][CH:12]=[CH:11][N:10]=2)[C:5]([Cl:30])=[CH:4][C:3]=1[CH:31]=[CH:32][C:33]([OH:35])=[O:34]. The catalyst is C(O)C.[Pd]. The product is [Cl:1][C:2]1[CH:7]=[C:6]([O:8][C:9]2[C:14]([C:15]([N:17]3[C:26]4[C:21](=[CH:22][CH:23]=[CH:24][CH:25]=4)[N:20]([CH:27]4[CH2:28][CH2:29]4)[CH2:19][CH2:18]3)=[O:16])=[CH:13][CH:12]=[CH:11][N:10]=2)[C:5]([Cl:30])=[CH:4][C:3]=1[CH2:31][CH2:32][C:33]([OH:35])=[O:34]. The yield is 0.330.